Dataset: Forward reaction prediction with 1.9M reactions from USPTO patents (1976-2016). Task: Predict the product of the given reaction. (1) Given the reactants [C:1]([O:7][CH2:8][C@@H:9]([O:29][C:30]([CH3:33])([CH3:32])[CH3:31])[C:10]1[C:11]([C:22]2[CH:27]=[CH:26][C:25]([Cl:28])=[CH:24][CH:23]=2)=[C:12]2[C:17](=[CH:18][C:19]=1[CH3:20])[NH:16][C:15](=[O:21])[CH:14]=[CH:13]2)(=[O:6])[C:2]([CH3:5])([CH3:4])[CH3:3].[O:34](S(C(F)(F)F)(=O)=O)[S:35]([C:38]([F:41])([F:40])[F:39])(=O)=[O:36], predict the reaction product. The product is: [C:1]([O:7][CH2:8][C@@H:9]([O:29][C:30]([CH3:33])([CH3:32])[CH3:31])[C:10]1[C:11]([C:22]2[CH:23]=[CH:24][C:25]([Cl:28])=[CH:26][CH:27]=2)=[C:12]2[C:17](=[CH:18][C:19]=1[CH3:20])[N:16]=[C:15]([O:21][S:35]([C:38]([F:41])([F:40])[F:39])(=[O:36])=[O:34])[CH:14]=[CH:13]2)(=[O:6])[C:2]([CH3:3])([CH3:5])[CH3:4]. (2) Given the reactants FC(F)(F)S([O:6][CH:7]([F:9])[F:8])(=O)=O.[Br:12][C:13]1[CH:18]=[CH:17][C:16]([I:19])=[CH:15][C:14]=1O.[OH-].[K+].CC#N, predict the reaction product. The product is: [Br:12][C:13]1[CH:18]=[CH:17][C:16]([I:19])=[CH:15][C:14]=1[O:6][CH:7]([F:9])[F:8]. (3) Given the reactants Cl[C:2]1[C:7]([Cl:8])=[CH:6][C:5]([Cl:9])=[C:4]([O:10][CH2:11][CH:12]2[CH2:17][CH2:16][O:15][CH2:14][CH2:13]2)[N:3]=1.[CH2:18]([O:25][C:26]1[C:35]2[C:30](=[CH:31][CH:32]=[CH:33][CH:34]=2)[N:29]=[C:28]([CH2:36][OH:37])[C:27]=1[CH3:38])[C:19]1[CH:24]=[CH:23][CH:22]=[CH:21][CH:20]=1.[H-].[Na+].O, predict the reaction product. The product is: [CH2:18]([O:25][C:26]1[C:35]2[C:30](=[CH:31][CH:32]=[CH:33][CH:34]=2)[N:29]=[C:28]([CH2:36][O:37][C:2]2[C:7]([Cl:8])=[CH:6][C:5]([Cl:9])=[C:4]([O:10][CH2:11][CH:12]3[CH2:17][CH2:16][O:15][CH2:14][CH2:13]3)[N:3]=2)[C:27]=1[CH3:38])[C:19]1[CH:20]=[CH:21][CH:22]=[CH:23][CH:24]=1. (4) Given the reactants C(O[CH:4]=[C:5]([C:11](=[O:18])[NH:12][C:13]([O:15]CC)=O)[C:6]([O:8][CH2:9][CH3:10])=[O:7])C.Cl.Cl.[CH2:21]([N:23]1[C:27]2[CH:28]=[CH:29][C:30]([NH2:32])=[CH:31][C:26]=2[N:25]=[C:24]1[CH3:33])[CH3:22].C(N(CC)CC)C.CC(C)([O-])C.[K+].Cl, predict the reaction product. The product is: [CH2:21]([N:23]1[C:27]2[CH:28]=[CH:29][C:30]([N:32]3[CH:4]=[C:5]([C:6]([O:8][CH2:9][CH3:10])=[O:7])[C:11](=[O:18])[NH:12][C:13]3=[O:15])=[CH:31][C:26]=2[N:25]=[C:24]1[CH3:33])[CH3:22].